Dataset: Full USPTO retrosynthesis dataset with 1.9M reactions from patents (1976-2016). Task: Predict the reactants needed to synthesize the given product. (1) Given the product [CH2:6]([O:8][C:9]([C:11]1[CH:12]=[C:13]([O:15][C:1](=[O:3])[CH3:2])[C:21]2[CH:20]=[C:19]([CH3:22])[S:18][C:17]=2[CH:16]=1)=[O:10])[CH3:7], predict the reactants needed to synthesize it. The reactants are: [C:1]([O-])(=[O:3])[CH3:2].[Na+].[CH2:6]([O:8][C:9]([C:11](=[CH:16][C:17]1[S:18][C:19]([CH3:22])=[CH:20][CH:21]=1)[CH2:12][C:13]([OH:15])=O)=[O:10])[CH3:7]. (2) Given the product [F:31][C:28]1[CH:29]=[CH:30][C:24]2[S:23][C:22]([NH:2][C@H:3]3[CH2:7][CH2:6][CH2:5][C@@H:4]3[NH:8][C:9](=[O:20])[C:10]3[C:15]([O:16][CH3:17])=[CH:14][CH:13]=[CH:12][C:11]=3[O:18][CH3:19])=[N:26][C:25]=2[CH:27]=1, predict the reactants needed to synthesize it. The reactants are: Cl.[NH2:2][C@H:3]1[CH2:7][CH2:6][CH2:5][C@@H:4]1[NH:8][C:9](=[O:20])[C:10]1[C:15]([O:16][CH3:17])=[CH:14][CH:13]=[CH:12][C:11]=1[O:18][CH3:19].Cl[C:22]1[S:23][C:24]2[CH:30]=[CH:29][C:28]([F:31])=[CH:27][C:25]=2[N:26]=1.CCN(C(C)C)C(C)C.